From a dataset of NCI-60 drug combinations with 297,098 pairs across 59 cell lines. Regression. Given two drug SMILES strings and cell line genomic features, predict the synergy score measuring deviation from expected non-interaction effect. (1) Drug 1: CCC1=CC2CC(C3=C(CN(C2)C1)C4=CC=CC=C4N3)(C5=C(C=C6C(=C5)C78CCN9C7C(C=CC9)(C(C(C8N6C)(C(=O)OC)O)OC(=O)C)CC)OC)C(=O)OC.C(C(C(=O)O)O)(C(=O)O)O. Drug 2: C1=NNC2=C1C(=O)NC=N2. Cell line: SN12C. Synergy scores: CSS=34.9, Synergy_ZIP=0.927, Synergy_Bliss=1.44, Synergy_Loewe=-77.4, Synergy_HSA=1.16. (2) Drug 1: C1=NC2=C(N1)C(=S)N=C(N2)N. Drug 2: CC(C)NC(=O)C1=CC=C(C=C1)CNNC.Cl. Cell line: SN12C. Synergy scores: CSS=28.0, Synergy_ZIP=-7.82, Synergy_Bliss=-0.464, Synergy_Loewe=-12.3, Synergy_HSA=0.753. (3) Drug 1: CCCCCOC(=O)NC1=NC(=O)N(C=C1F)C2C(C(C(O2)C)O)O. Drug 2: CS(=O)(=O)CCNCC1=CC=C(O1)C2=CC3=C(C=C2)N=CN=C3NC4=CC(=C(C=C4)OCC5=CC(=CC=C5)F)Cl. Cell line: DU-145. Synergy scores: CSS=1.49, Synergy_ZIP=1.60, Synergy_Bliss=2.42, Synergy_Loewe=-8.94, Synergy_HSA=-4.32.